Predict hERG channel inhibition at various concentrations. From a dataset of hERG Central: cardiac toxicity at 1µM, 10µM, and general inhibition. (1) The molecule is COc1ccc(OCCN2CCN(C(=O)c3ccc(OC)c(OC)c3)CC2)cc1. Results: hERG_inhib (hERG inhibition (general)): blocker. (2) The compound is CCCN(CC(=O)Nc1ccc(F)c(F)c1F)C(=O)c1cc([N+](=O)[O-])ccc1N1CCOCC1. Results: hERG_inhib (hERG inhibition (general)): blocker. (3) The drug is CC(CCc1ccc(O)cc1)N1CCC(Oc2ccc(C(=O)N3CCCC3)cc2)CC1. Results: hERG_inhib (hERG inhibition (general)): blocker. (4) The compound is OCC1(Cc2ccc(Cl)cc2)CCN(Cc2ccc(Oc3ncccn3)cc2)CC1. Results: hERG_inhib (hERG inhibition (general)): blocker. (5) The drug is O=C(Nc1ccccc1-c1nnn(CC(=O)N2CCc3ccccc3C2)n1)C1CCC1. Results: hERG_inhib (hERG inhibition (general)): blocker. (6) The drug is Cc1cccc(NC(=O)c2ccc(Cl)c(S(=O)(=O)N3CCCCC3)c2)n1. Results: hERG_inhib (hERG inhibition (general)): blocker.